From a dataset of Experimentally validated miRNA-target interactions with 360,000+ pairs, plus equal number of negative samples. Binary Classification. Given a miRNA mature sequence and a target amino acid sequence, predict their likelihood of interaction. (1) The miRNA is hsa-miR-5582-3p with sequence UAAAACUUUAAGUGUGCCUAGG. The protein sequence of the target gene is MGIQGGSVLFGLLLVLAVFCHSGHSLQCYNCPNPTADCKTAVNCSSDFDACLITKAGLQVYNKCWKFEHCNFNDVTTRLRENELTYYCCKKDLCNFNEQLENGGTSLSEKTVLLLVTPFLAAAWSLHP. Result: 1 (interaction). (2) The miRNA is hsa-miR-4440 with sequence UGUCGUGGGGCUUGCUGGCUUG. The protein sequence of the target gene is MPVIPALWEVEMGRSQGQEIETILANRSHSDSTPLPNFLSGSHRPECCTCRLLTASGAQDSLPFGRRLYSGPWRSCEEVCHVSVLSVLSTSCGLSLSLPIFPGWMEWLSPDIALPRRDEWTQTSPARKRITHAKVQGAGQLRLSIDAQDRVLLLHIIEGKGLISKQPGTCDPYVKISLIPEDSRLRHQKTQTVPDCRDPAFHEHFFFPVQEEDDQKRLLVTVWNRASQSRQSGLIGCMSFGVKSLLTPDKEISGWYYLLGEHLGRTKHLKVARRRLRPLRDPLLRMPGGGDTENGKKLKI.... Result: 0 (no interaction). (3) The miRNA is mmu-miR-181a-5p with sequence AACAUUCAACGCUGUCGGUGAGU. The protein sequence of the target gene is MSKLSFRARALDASKPLPVFRCEDLPDLHEYASINRAVPQMPTGMEKEEESEHHLQRAISAQQVYGEKRDNMVIPVPEAESNIAYYESIYPGEFRMPKQLIHIQPFSLDAEQPDYDLDSEDEVFVNKLKKKMDICPLQFEEMIDRLEKGSGQQPVSLQEAKLLLKEDDELIREVYEYWIKKRKTCRGSSLIPLVKQEKRDGSSTNDPYVAFRRRTEKMQTRKNRKNDEASYEKMLKLRRDLSRAVTILEMIKRREKSKRELLHLTLEIMEKRYNLGDYSGEIMSEVMAQRQPVKPTYAIP.... Result: 1 (interaction). (4) The miRNA is mmu-miR-301b-3p with sequence CAGUGCAAUGGUAUUGUCAAAGC. The protein sequence of the target gene is MLAGAGRRGLPRAGHLCWLLCAFTLKLCEAEAPVREEKLSVSTSTSPCWLAEEFVVTEECTPCSNFQIKTTPECGSTGYVEKITCSSSKRNEFKSCRSALLEQHLFWKFEGVVVAVALVFACLVIVRQRQLDRKALEKVRKQIESI. Result: 1 (interaction). (5) The miRNA is hsa-miR-6888-5p with sequence AAGGAGAUGCUCAGGCAGAU. The protein sequence of the target gene is MNKRDYMNTSVQEPPLDYSFRSIHVIQDLVNEEPRTGLRPLKRSKSGKSLTQSLWLNNNVLNDLRDFNQVASQLLEHPENLAWIDLSFNDLTSIDPVLTTFFNLSVLYLHGNSIQRLGEVNKLAVLPRLRSLTLHGNPMEEEKGYRQYVLCTLSRITTFDFSGVTKADRTTAEVWKRMNIKPKKAWTKQNTL. Result: 1 (interaction). (6) The miRNA is mmu-miR-302d-3p with sequence UAAGUGCUUCCAUGUUUGAGUGU. The protein sequence of the target gene is MDIEDEENMSSSSTDIKENRNLDNMPPKDSSTPGPGEGIPLSNGGGGSTSRKRPLEEGSNGHSKYRLKKRRKTPGPVLPKNALMQLNEIKPGLQYMLLSQTGPVHAPLFVMSVEVNGQVFEGSGPTKKKAKLHAAEKALRSFVQFPNASEAHLAMGRTLSVNTDFTSDQADFPDTLFNGFETPDKSEPPFYVGSNGDDSFSSSGDVSLSASPVPASLTQPPLPIPPPFPPPSGKNPVMILNELRPGLKYDFLSESGESHAKSFVMSVVVDGQFFEGSGRNKKLAKARAAQSALATVFNLH.... Result: 1 (interaction). (7) The miRNA is hsa-miR-6760-3p with sequence ACACUGUCCCCUUCUCCCCAG. The protein sequence of the target gene is MSTICPPPSPAVAKTEIALSGESPLLAATFAYWDNILGPRVRHIWAPKTDQVLLSDGEITFLANHTLNGEILRNAESGAIDVKFFVLSEKGVIIVSLIFDGNWNGDRSTYGLSIILPQTELSFYLPLHRVCVDRLTHIIRKGRIWMHKERQENVQKIVLEGTERMEDQGQSIIPMLTGEVIPVMELLASMKSHSVPEDIDIADTVLNDDDIGDSCHEGFLLNAISSHLQTCGCSVVVGSSAEKVNKIVRTLCLFLTPAERKCSRLCEAESSFKYESGLFVQGLLKDATGSFVLPFRQVMY.... Result: 0 (no interaction). (8) The miRNA is rno-miR-672-5p with sequence UGAGGUUGGUGUACUGUGUGUGA. The protein sequence of the target gene is MPKRKAKGDAKGDKAKVKDEPQRRSARLSAKPAPPKPEPRPKKASAKKGEKLPKGRKGKADAGKDGNNPAKNRDASTLQSQKAEGTGDAK. Result: 0 (no interaction).